This data is from Full USPTO retrosynthesis dataset with 1.9M reactions from patents (1976-2016). The task is: Predict the reactants needed to synthesize the given product. (1) Given the product [C:8]([CH:2]([NH:1][CH:10]=[O:11])[C:3]([O:5][CH2:6][CH3:7])=[O:4])#[N:9], predict the reactants needed to synthesize it. The reactants are: [NH2:1][CH:2]([C:8]#[N:9])[C:3]([O:5][CH2:6][CH3:7])=[O:4].[CH:10](OCC#N)=[O:11]. (2) Given the product [Br:1][C:2]1[CH:7]=[CH:6][C:5]([Cl:8])=[CH:4][C:3]=1[C:9]1[N:14]=[CH:13][N:12]=[C:11]([OH:15])[C:10]=1[Cl:23], predict the reactants needed to synthesize it. The reactants are: [Br:1][C:2]1[CH:7]=[CH:6][C:5]([Cl:8])=[CH:4][C:3]=1[C:9]1[N:14]=[CH:13][N:12]=[C:11]([OH:15])[CH:10]=1.C1C(=O)N([Cl:23])C(=O)C1.